Dataset: Forward reaction prediction with 1.9M reactions from USPTO patents (1976-2016). Task: Predict the product of the given reaction. (1) Given the reactants [CH3:1][N:2]1[CH2:7][CH2:6][N:5]([CH2:8][C:9]2[CH:10]=[C:11]([C:15](=[O:17])[CH3:16])[CH:12]=[CH:13][CH:14]=2)[CH2:4][CH2:3]1.[CH:18]([C:20]1[N:25]=[C:24](/[CH:26]=[CH:27]/[C:28]([O:30][C:31]([CH3:34])([CH3:33])[CH3:32])=[O:29])[CH:23]=[CH:22][CH:21]=1)=O.[OH-].[K+], predict the reaction product. The product is: [CH3:1][N:2]1[CH2:7][CH2:6][N:5]([CH2:8][C:9]2[CH:10]=[C:11]([C:15](=[O:17])/[CH:16]=[CH:18]/[C:20]3[N:25]=[C:24](/[CH:26]=[CH:27]/[C:28]([O:30][C:31]([CH3:34])([CH3:33])[CH3:32])=[O:29])[CH:23]=[CH:22][CH:21]=3)[CH:12]=[CH:13][CH:14]=2)[CH2:4][CH2:3]1. (2) Given the reactants [CH:1]([C:4]1[CH:8]=[C:7]([C:9]([OH:11])=O)[NH:6][N:5]=1)([CH3:3])[CH3:2].CN(C(ON1N=NC2[CH:23]=[CH:24][CH:25]=[N:26]C1=2)=[N+](C)C)C.F[P-](F)(F)(F)(F)F.C1(N)CC1.CCN(C(C)C)C(C)C, predict the reaction product. The product is: [CH:25]1([NH:26][C:9]([C:7]2[NH:6][N:5]=[C:4]([CH:1]([CH3:2])[CH3:3])[CH:8]=2)=[O:11])[CH2:23][CH2:24]1. (3) Given the reactants O[C@]1([C:12]([OH:14])=[O:13])CCC(CO)(C)C1(C)C.[CH2:15]([CH2:18]OC)OC.O.[C:22]1([CH3:32])[CH:27]=[CH:26][C:25](S(O)(=O)=O)=[CH:24][CH:23]=1.[CH3:33][O:34][CH2:35][O:36][CH3:37].[CH:38]1C=CC=CC=1, predict the reaction product. The product is: [CH2:15]([C:27]12[C:22]([CH2:23][CH3:24])([CH2:32][CH3:38])[C@@:37]([C:12]([OH:14])=[O:13])([CH2:25][CH2:26]1)[O:36][CH2:35][O:34][CH2:33]2)[CH3:18]. (4) Given the reactants Cl.[NH2:2][CH:3]1[CH2:8][CH2:7][N:6]([CH2:9][C@@H:10]([C:12]2[C:13]([CH3:22])=[C:14]3[C:18](=[CH:19][CH:20]=2)[C:17](=[O:21])[O:16][CH2:15]3)[OH:11])[CH2:5][CH2:4]1.[O:23]1[CH:27]=[CH:26][C:25]([C:28]2[CH:36]=[CH:35][C:31]([C:32](O)=[O:33])=[CH:30][CH:29]=2)=[N:24]1, predict the reaction product. The product is: [OH:11][C@H:10]([C:12]1[C:13]([CH3:22])=[C:14]2[C:18](=[CH:19][CH:20]=1)[C:17](=[O:21])[O:16][CH2:15]2)[CH2:9][N:6]1[CH2:7][CH2:8][CH:3]([NH:2][C:32](=[O:33])[C:31]2[CH:30]=[CH:29][C:28]([C:25]3[CH:26]=[CH:27][O:23][N:24]=3)=[CH:36][CH:35]=2)[CH2:4][CH2:5]1.